The task is: Predict which catalyst facilitates the given reaction.. This data is from Catalyst prediction with 721,799 reactions and 888 catalyst types from USPTO. (1) The catalyst class is: 5. Reactant: [Cl:1][C:2]1[CH:18]=[CH:17][C:5]([O:6][C:7]2[CH:16]=[CH:15][C:10]([C:11]([O:13]C)=[O:12])=[CH:9][CH:8]=2)=[C:4]([N+:19]([O-:21])=[O:20])[CH:3]=1.[Li+].[OH-].Cl. Product: [Cl:1][C:2]1[CH:18]=[CH:17][C:5]([O:6][C:7]2[CH:8]=[CH:9][C:10]([C:11]([OH:13])=[O:12])=[CH:15][CH:16]=2)=[C:4]([N+:19]([O-:21])=[O:20])[CH:3]=1. (2) Product: [F:1][C:2]1[CH:7]=[CH:6][CH:5]=[CH:4][C:3]=1[N:8]1[C:12]2[CH:13]=[CH:14][CH:15]=[CH:16][C:11]=2[N:10]([CH2:17][CH2:18][C@H:19]([OH:20])[CH2:21][NH:30][CH:24]([CH3:29])[CH3:25])[S:9]1(=[O:22])=[O:23]. The catalyst class is: 5. Reactant: [F:1][C:2]1[CH:7]=[CH:6][CH:5]=[CH:4][C:3]=1[N:8]1[C:12]2[CH:13]=[CH:14][CH:15]=[CH:16][C:11]=2[N:10]([CH2:17][CH2:18][C@H:19]2[CH2:21][O:20]2)[S:9]1(=[O:23])=[O:22].[CH:24]1([NH2:30])[CH2:29]CCC[CH2:25]1. (3) Reactant: Br[C:2]1[CH:10]=[CH:9][C:5]([C:6]([OH:8])=[O:7])=[C:4]([CH3:11])[CH:3]=1.[C:12]1(B(O)O)[CH:17]=[CH:16][CH:15]=[CH:14][CH:13]=1.C(=O)(O)[O-].[Na+]. Product: [C:12]1([C:2]2[CH:10]=[CH:9][C:5]([C:6]([OH:8])=[O:7])=[C:4]([CH3:11])[CH:3]=2)[CH:17]=[CH:16][CH:15]=[CH:14][CH:13]=1. The catalyst class is: 12.